Dataset: Full USPTO retrosynthesis dataset with 1.9M reactions from patents (1976-2016). Task: Predict the reactants needed to synthesize the given product. (1) Given the product [OH:5][C:3]1([CH2:2][N:10]2[C:11](=[O:18])[C:12]3[CH:17]=[CH:16][N:15]=[CH:14][C:13]=3[N:8]=[CH:9]2)[CH2:35][CH2:34][N:33]([C:27](=[O:29])[CH2:26][CH:25]([C:19]2[CH:20]=[CH:21][CH:22]=[CH:23][CH:24]=2)[CH3:30])[CH2:32][CH2:31]1, predict the reactants needed to synthesize it. The reactants are: F[C:2](F)(F)[C:3]([OH:5])=O.[N:8]1[C:13]2[CH:14]=[N:15][CH:16]=[CH:17][C:12]=2[C:11](=[O:18])[NH:10][CH:9]=1.[C:19]1([CH:25]([CH3:30])[CH2:26][C:27]([OH:29])=O)[CH:24]=[CH:23][CH:22]=[CH:21][CH:20]=1.[CH3:31][CH2:32][N:33](C(C)C)[CH:34](C)[CH3:35].CN(C(ON1N=NC2C=CC=NC1=2)=[N+](C)C)C.F[P-](F)(F)(F)(F)F. (2) Given the product [CH3:12][O:11][C:8]1[CH:9]=[CH:10][C:2]([C:21](=[O:29])[C:22]2[CH:27]=[CH:26][C:25]([CH3:28])=[CH:24][CH:23]=2)=[C:3]([CH:7]=1)[C:4]([OH:6])=[O:5], predict the reactants needed to synthesize it. The reactants are: Br[C:2]1[CH:10]=[CH:9][C:8]([O:11][CH3:12])=[CH:7][C:3]=1[C:4]([OH:6])=[O:5].C([Li])CCC.CON(C)[C:21](=[O:29])[C:22]1[CH:27]=[CH:26][C:25]([CH3:28])=[CH:24][CH:23]=1. (3) Given the product [Br:1][C:2]1[CH:3]=[C:4]2[C:9](=[CH:10][CH:11]=1)[CH:8]=[C:7]([O:12][CH2:23][CH2:22][N:14]1[CH2:20][CH2:19][CH2:18][CH2:17][CH2:16][CH2:15]1)[CH:6]=[CH:5]2, predict the reactants needed to synthesize it. The reactants are: [Br:1][C:2]1[CH:3]=[C:4]2[C:9](=[CH:10][CH:11]=1)[CH:8]=[C:7]([OH:12])[CH:6]=[CH:5]2.Cl.[N:14](=[CH:22][CH2:23]Cl)[CH2:15][CH2:16][CH2:17][CH2:18][CH2:19][CH2:20]Cl.[OH-].[Na+].